From a dataset of Catalyst prediction with 721,799 reactions and 888 catalyst types from USPTO. Predict which catalyst facilitates the given reaction. Reactant: FC(F)(F)C(O)=O.[NH2:8][CH:9]([CH2:14][C:15]1[CH:20]=[CH:19][C:18]([O:21][CH2:22][CH2:23][N:24]2[C:28]3[CH:29]=[CH:30][C:31]([C:33](=[O:40])[C:34]4[CH:39]=[CH:38][CH:37]=[CH:36][CH:35]=4)=[CH:32][C:27]=3[S:26][C:25]2=[O:41])=[CH:17][CH:16]=1)[C:10]([O:12][CH3:13])=[O:11].C(N(CC)CC)C.Cl[C:50]([O:52][CH2:53][C:54]1[CH:59]=[CH:58][CH:57]=[CH:56][CH:55]=1)=[O:51]. Product: [C:33]([C:31]1[CH:30]=[CH:29][C:28]2[N:24]([CH2:23][CH2:22][O:21][C:18]3[CH:17]=[CH:16][C:15]([CH2:14][CH:9]([NH:8][C:50]([O:52][CH2:53][C:54]4[CH:59]=[CH:58][CH:57]=[CH:56][CH:55]=4)=[O:51])[C:10]([O:12][CH3:13])=[O:11])=[CH:20][CH:19]=3)[C:25](=[O:41])[S:26][C:27]=2[CH:32]=1)(=[O:40])[C:34]1[CH:35]=[CH:36][CH:37]=[CH:38][CH:39]=1. The catalyst class is: 13.